From a dataset of Peptide-MHC class II binding affinity with 134,281 pairs from IEDB. Regression. Given a peptide amino acid sequence and an MHC pseudo amino acid sequence, predict their binding affinity value. This is MHC class II binding data. (1) The peptide sequence is LQLQPFPQPQLPYPQPQLPYPQPQLPYPQPQPF. The MHC is DRB4_0101 with pseudo-sequence DRB4_0103. The binding affinity (normalized) is 0.341. (2) The peptide sequence is GINTRNMTMSMSMIL. The MHC is DRB1_1501 with pseudo-sequence DRB1_1501. The binding affinity (normalized) is 0.131.